From a dataset of Reaction yield outcomes from USPTO patents with 853,638 reactions. Predict the reaction yield, written as a fraction of the theoretical maximum amount of product (1.0 means a 100% yield; for example, 0.34 means a 34% yield). The reactants are Br[C:2]1[CH:3]=[C:4]([N:8]2[CH2:13][CH2:12][CH:11]([N:14]([CH3:18])[C:15](=[O:17])[CH3:16])[CH2:10][CH2:9]2)[CH:5]=[CH:6][CH:7]=1.[B:19]1([B:19]2[O:23][C:22]([CH3:25])([CH3:24])[C:21]([CH3:27])([CH3:26])[O:20]2)[O:23][C:22]([CH3:25])([CH3:24])[C:21]([CH3:27])([CH3:26])[O:20]1.C([O-])(=O)C. The catalyst is O1CCOCC1.CCOC(C)=O.C1C=CC(P(C2C=CC=CC=2)[C-]2C=CC=C2)=CC=1.C1C=CC(P(C2C=CC=CC=2)[C-]2C=CC=C2)=CC=1.Cl[Pd]Cl.[Fe+2].C(Cl)Cl. The product is [CH3:18][N:14]([CH:11]1[CH2:12][CH2:13][N:8]([C:4]2[CH:5]=[CH:6][CH:7]=[C:2]([B:19]3[O:23][C:22]([CH3:25])([CH3:24])[C:21]([CH3:27])([CH3:26])[O:20]3)[CH:3]=2)[CH2:9][CH2:10]1)[C:15](=[O:17])[CH3:16]. The yield is 0.780.